This data is from Catalyst prediction with 721,799 reactions and 888 catalyst types from USPTO. The task is: Predict which catalyst facilitates the given reaction. (1) Reactant: C([Sn](CCCC)(CCCC)[C:6]1[S:10][C:9]([C:11]([O:13][C:14]([CH3:17])([CH3:16])[CH3:15])=[O:12])=[N:8][CH:7]=1)CCC.Br[C:27]1[CH:28]=[N:29][C:30]([C:33]([F:36])([F:35])[F:34])=[N:31][CH:32]=1.O1C=CC=C1P(C1OC=CC=1)C1OC=CC=1.CCOC(C)=O.CCCCCCC. Product: [F:34][C:33]([F:36])([F:35])[C:30]1[N:31]=[CH:32][C:27]([C:6]2[S:10][C:9]([C:11]([O:13][C:14]([CH3:15])([CH3:16])[CH3:17])=[O:12])=[N:8][CH:7]=2)=[CH:28][N:29]=1. The catalyst class is: 62. (2) Reactant: Br[CH:2]([C:13]1[CH:18]=[CH:17][C:16]([O:19][CH3:20])=[CH:15][CH:14]=1)[C:3]([C:5]1[CH:12]=[CH:11][C:8]([C:9]#[N:10])=[CH:7][CH:6]=1)=[O:4].[C:21]([O:24][CH2:25][C:26]([OH:28])=[O:27])(=[O:23])[CH3:22].C(=O)([O-])[O-].[Cs+].[Cs+]. Product: [C:21]([O:24][CH2:25][C:26]([O:28][CH:2]([C:13]1[CH:18]=[CH:17][C:16]([O:19][CH3:20])=[CH:15][CH:14]=1)[C:3]([C:5]1[CH:12]=[CH:11][C:8]([C:9]#[N:10])=[CH:7][CH:6]=1)=[O:4])=[O:27])(=[O:23])[CH3:22]. The catalyst class is: 21. (3) Reactant: Cl.[NH2:2][CH2:3][CH2:4][C:5]([NH:7][C:8]1[CH:12]=[C:11]([CH3:13])[O:10][N:9]=1)=[O:6].C(N(CC)CC)C.[CH3:21][C:22]1[N:23]=[C:24]([NH:38][C:39](N2C=CN=C2)=[O:40])[S:25][C:26]=1[C:27]1[CH:32]=[CH:31][C:30]([N:33]2[CH:37]=[CH:36][CH:35]=[N:34]2)=[CH:29][CH:28]=1.O. Product: [CH3:13][C:11]1[O:10][N:9]=[C:8]([NH:7][C:5](=[O:6])[CH2:4][CH2:3][NH:2][C:39]([NH:38][C:24]2[S:25][C:26]([C:27]3[CH:28]=[CH:29][C:30]([N:33]4[CH:37]=[CH:36][CH:35]=[N:34]4)=[CH:31][CH:32]=3)=[C:22]([CH3:21])[N:23]=2)=[O:40])[CH:12]=1. The catalyst class is: 3. (4) Reactant: FC(F)(F)C(O)=O.[Br:8][C:9]1[CH:14]=[CH:13][C:12]([C:15]2[N:20]=[C:19]([C:21](=[O:23])[CH3:22])[CH:18]=[CH:17][N:16]=2)=[CH:11][CH:10]=1.[Br-:24].[Br-].[Br-].C([N+](CCCC)(CCCC)CCCC)CCC.C([N+](CCCC)(CCCC)CCCC)CCC.C([N+](CCCC)(CCCC)CCCC)CCC. Product: [Br:24][CH2:22][C:21]([C:19]1[CH:18]=[CH:17][N:16]=[C:15]([C:12]2[CH:11]=[CH:10][C:9]([Br:8])=[CH:14][CH:13]=2)[N:20]=1)=[O:23]. The catalyst class is: 7.